From a dataset of Forward reaction prediction with 1.9M reactions from USPTO patents (1976-2016). Predict the product of the given reaction. (1) Given the reactants [N+:1]([C:4]1[C:9]([C:10]([F:13])([F:12])[F:11])=[CH:8][CH:7]=[CH:6][C:5]=1[NH:14]C(=O)C)([O-:3])=[O:2].[OH-].[Na+].CCOC(C)=O, predict the reaction product. The product is: [N+:1]([C:4]1[C:9]([C:10]([F:11])([F:12])[F:13])=[CH:8][CH:7]=[CH:6][C:5]=1[NH2:14])([O-:3])=[O:2]. (2) Given the reactants [F:1][C:2]1[CH:3]=[C:4]([C@H:10]2[CH2:14][CH2:13][CH2:12][N:11]2[C:15]2[CH:20]=[CH:19][N:18]3[N:21]=[CH:22][C:23]([C:24]([OH:26])=O)=[C:17]3[N:16]=2)[C:5]([O:8][CH3:9])=[N:6][CH:7]=1.CN(C(ON1N=NC2C=CC=NC1=2)=[N+](C)C)C.F[P-](F)(F)(F)(F)F.[NH2:51][CH2:52][CH:53]([OH:56])[CH2:54][OH:55].CCN(C(C)C)C(C)C, predict the reaction product. The product is: [OH:56][CH:53]([CH2:54][OH:55])[CH2:52][NH:51][C:24]([C:23]1[CH:22]=[N:21][N:18]2[CH:19]=[CH:20][C:15]([N:11]3[CH2:12][CH2:13][CH2:14][C@@H:10]3[C:4]3[C:5]([O:8][CH3:9])=[N:6][CH:7]=[C:2]([F:1])[CH:3]=3)=[N:16][C:17]=12)=[O:26].